Dataset: Catalyst prediction with 721,799 reactions and 888 catalyst types from USPTO. Task: Predict which catalyst facilitates the given reaction. (1) Reactant: [Cl:1][C:2]1[CH:7]=[CH:6][C:5]([CH2:8][OH:9])=[CH:4][C:3]=1[N+:10]([O-])=O.C([O-])=O.[NH4+].C1(C)C=CC=CC=1. Product: [NH2:10][C:3]1[CH:4]=[C:5]([CH2:8][OH:9])[CH:6]=[CH:7][C:2]=1[Cl:1]. The catalyst class is: 150. (2) Reactant: [Cl:1][C:2]1[C:10]2[C:5](=[CH:6][C:7]([NH:11][C:12](=[O:60])[C@@H:13]([NH:42][C:43]([C@H:45]3[CH2:50][CH2:49][C@H:48]([CH2:51][NH:52]C(=O)OC(C)(C)C)[CH2:47][CH2:46]3)=[O:44])[CH2:14][C:15]3[CH:20]=[CH:19][C:18]([C:21]4[CH:26]=[CH:25][C:24]([C:27](=[O:40])[NH:28][CH:29]5[CH2:34][CH2:33][CH:32]([N:35]([CH2:38][CH3:39])[CH2:36][CH3:37])[CH2:31][CH2:30]5)=[CH:23][C:22]=4[CH3:41])=[CH:17][CH:16]=3)=[CH:8][CH:9]=2)[NH:4][N:3]=1.Cl. Product: [ClH:1].[NH2:52][CH2:51][C@H:48]1[CH2:47][CH2:46][C@H:45]([C:43]([NH:42][C@H:13]([C:12]([NH:11][C:7]2[CH:6]=[C:5]3[C:10]([C:2]([Cl:1])=[N:3][NH:4]3)=[CH:9][CH:8]=2)=[O:60])[CH2:14][C:15]2[CH:16]=[CH:17][C:18]([C:21]3[CH:26]=[CH:25][C:24]([C:27]([NH:28][CH:29]4[CH2:30][CH2:31][CH:32]([N:35]([CH2:36][CH3:37])[CH2:38][CH3:39])[CH2:33][CH2:34]4)=[O:40])=[CH:23][C:22]=3[CH3:41])=[CH:19][CH:20]=2)=[O:44])[CH2:50][CH2:49]1. The catalyst class is: 269. (3) Reactant: C[O:2][C:3]1[CH:8]=[C:7]([O:9]C)[C:6]([C:11]2[CH:16]=[CH:15][CH:14]=[CH:13][C:12]=2[F:17])=[CH:5][C:4]=1[C:18]1[CH:23]=[CH:22][CH:21]=[CH:20][C:19]=1[F:24].ClCCl.B(Br)(Br)Br.CO. Product: [F:17][C:12]1[CH:13]=[CH:14][CH:15]=[CH:16][C:11]=1[C:6]1[CH:5]=[C:4]([C:18]2[CH:23]=[CH:22][CH:21]=[CH:20][C:19]=2[F:24])[C:3]([OH:2])=[CH:8][C:7]=1[OH:9]. The catalyst class is: 6. (4) Reactant: [C:1]([N:8]1[C:16]2[C:11](=[CH:12][C:13]([B:17]3[O:25]C(C)(C)C(C)(C)[O:18]3)=[CH:14][CH:15]=2)[CH:10]=[N:9]1)([O:3][C:4]([CH3:7])([CH3:6])[CH3:5])=[O:2]. Product: [C:1]([N:8]1[C:16]2[C:11](=[CH:12][C:13]([B:17]([OH:25])[OH:18])=[CH:14][CH:15]=2)[CH:10]=[N:9]1)([O:3][C:4]([CH3:7])([CH3:6])[CH3:5])=[O:2]. The catalyst class is: 95. (5) Reactant: [CH:1]1[C:13]2[CH:12]([CH2:14][O:15][C:16]([N:18]3[CH2:23][C@@H:22]([C:24](=[O:47])[NH:25][CH2:26][C:27]4([CH2:41][CH2:42][CH2:43][CH2:44][O:45][CH3:46])[C:40]5[CH:39]=[CH:38][CH:37]=[CH:36][C:35]=5[O:34][C:33]5[C:28]4=[CH:29][CH:30]=[CH:31][CH:32]=5)[CH2:21][C@@H:20]([NH2:48])[CH2:19]3)=[O:17])[C:11]3[C:6](=[CH:7][CH:8]=[CH:9][CH:10]=3)[C:5]=2[CH:4]=[CH:3][CH:2]=1.C([BH3-])#N.[Na+].[CH:53](=O)[CH3:54]. Product: [CH:1]1[C:13]2[CH:12]([CH2:14][O:15][C:16]([N:18]3[CH2:23][C@@H:22]([C:24](=[O:47])[NH:25][CH2:26][C:27]4([CH2:41][CH2:42][CH2:43][CH2:44][O:45][CH3:46])[C:40]5[CH:39]=[CH:38][CH:37]=[CH:36][C:35]=5[O:34][C:33]5[C:28]4=[CH:29][CH:30]=[CH:31][CH:32]=5)[CH2:21][C@@H:20]([NH:48][CH2:53][CH3:54])[CH2:19]3)=[O:17])[C:11]3[C:6](=[CH:7][CH:8]=[CH:9][CH:10]=3)[C:5]=2[CH:4]=[CH:3][CH:2]=1. The catalyst class is: 20. (6) Reactant: I[CH2:2][CH2:3][CH2:4][O:5][C:6]1[CH:13]=[CH:12][C:9]([CH:10]=[O:11])=[C:8]([CH3:14])[CH:7]=1.BrCCC[Cl:19].CC1C=C(O)C=CC=1C=O.C([O-])([O-])=O.[K+].[K+]. Product: [Cl:19][CH2:2][CH2:3][CH2:4][O:5][C:6]1[CH:13]=[CH:12][C:9]([CH:10]=[O:11])=[C:8]([CH3:14])[CH:7]=1. The catalyst class is: 10.